From a dataset of Full USPTO retrosynthesis dataset with 1.9M reactions from patents (1976-2016). Predict the reactants needed to synthesize the given product. Given the product [CH2:34]([O:33][CH:5]([CH2:6][C:7]1[CH:12]=[CH:11][C:10]([O:13][CH2:14][CH2:15][C:16]2[N:17]=[C:18]([C:22]3[CH:27]=[CH:26][C:25]([F:28])=[CH:24][C:23]=3[O:29][CH2:30][CH3:31])[O:19][C:20]=2[CH3:21])=[CH:9][C:8]=1[CH3:32])[C:4]([OH:36])=[O:3])[CH3:35], predict the reactants needed to synthesize it. The reactants are: C([O:3][C:4](=[O:36])[CH:5]([O:33][CH2:34][CH3:35])[CH2:6][C:7]1[CH:12]=[CH:11][C:10]([O:13][CH2:14][CH2:15][C:16]2[N:17]=[C:18]([C:22]3[CH:27]=[CH:26][C:25]([F:28])=[CH:24][C:23]=3[O:29][CH2:30][CH3:31])[O:19][C:20]=2[CH3:21])=[CH:9][C:8]=1[CH3:32])C.[Li+].[OH-].